From a dataset of Full USPTO retrosynthesis dataset with 1.9M reactions from patents (1976-2016). Predict the reactants needed to synthesize the given product. (1) Given the product [Br:1][C:2]1[CH:3]=[C:4]2[CH2:10][CH2:9][N:8]([C:11]([C:13]3[CH:14]=[C:15]4[C:20](=[CH:21][C:22]=3[CH3:23])[N:19]3[C:24]([C@@H:27]5[CH2:31][CH2:30][CH2:29][C@@H:28]5[OH:32])=[N:25][CH:26]=[C:18]3[C:17](=[O:40])[NH:16]4)=[O:12])[C:5]2=[N:6][CH:7]=1, predict the reactants needed to synthesize it. The reactants are: [Br:1][C:2]1[CH:3]=[C:4]2[CH2:10][CH2:9][N:8]([C:11]([C:13]3[CH:14]=[C:15]4[C:20](=[CH:21][C:22]=3[CH3:23])[N:19]3[C:24]([C@@H:27]5[CH2:31][CH2:30][CH2:29][C@@H:28]5[O:32][Si](C(C)(C)C)(C)C)=[N:25][CH:26]=[C:18]3[C:17](=[O:40])[NH:16]4)=[O:12])[C:5]2=[N:6][CH:7]=1.Cl. (2) Given the product [Cl:1][C:2]1[CH:7]=[CH:6][C:5]([C@H:8]([C:19]2[CH:20]=[CH:21][C:22]([C:25]3[CH:30]=[CH:29][C:28]([C:31]([OH:33])=[O:32])=[CH:27][CH:26]=3)=[CH:23][CH:24]=2)[CH2:9]/[C:10](=[N:36]\[OH:37])/[C:12]2[CH:17]=[CH:16][N:15]=[C:14]([CH3:18])[CH:13]=2)=[C:4]([CH3:34])[CH:3]=1, predict the reactants needed to synthesize it. The reactants are: [Cl:1][C:2]1[CH:7]=[CH:6][C:5]([C@H:8]([C:19]2[CH:24]=[CH:23][C:22]([C:25]3[CH:30]=[CH:29][C:28]([C:31]([OH:33])=[O:32])=[CH:27][CH:26]=3)=[CH:21][CH:20]=2)[CH2:9][C:10]([C:12]2[CH:17]=[CH:16][N:15]=[C:14]([CH3:18])[CH:13]=2)=O)=[C:4]([CH3:34])[CH:3]=1.Cl.[NH2:36][OH:37].C(=O)([O-])O.[Na+].